The task is: Regression. Given a peptide amino acid sequence and an MHC pseudo amino acid sequence, predict their binding affinity value. This is MHC class I binding data.. This data is from Peptide-MHC class I binding affinity with 185,985 pairs from IEDB/IMGT. The peptide sequence is YVNHTLTGQH. The MHC is HLA-A03:01 with pseudo-sequence HLA-A03:01. The binding affinity (normalized) is 0.